Task: Predict the reactants needed to synthesize the given product.. Dataset: Full USPTO retrosynthesis dataset with 1.9M reactions from patents (1976-2016) (1) Given the product [CH:17]1([NH:16][C:8]2[CH:7]=[C:6]([CH:11]=[C:10]([S:12]([CH3:15])(=[O:14])=[O:13])[N:9]=2)[C:5]([OH:21])=[O:4])[CH2:18][CH2:19][CH2:20]1, predict the reactants needed to synthesize it. The reactants are: [OH-].[Na+].C[O:4][C:5](=[O:21])[C:6]1[CH:11]=[C:10]([S:12]([CH3:15])(=[O:14])=[O:13])[N:9]=[C:8]([NH:16][CH:17]2[CH2:20][CH2:19][CH2:18]2)[CH:7]=1.Cl. (2) Given the product [F:26][C:25]1[CH:24]=[CH:23][C:10]([CH2:11][C:12]2[C:21]3[C:16](=[CH:17][CH:18]=[CH:19][CH:20]=3)[C:15](=[O:22])[NH:14][N:13]=2)=[CH:9][C:8]=1[C:6]([N:4]1[CH2:3][CH:2]([NH:1][CH2:27][CH2:28][CH3:29])[CH2:5]1)=[O:7], predict the reactants needed to synthesize it. The reactants are: [NH2:1][CH:2]1[CH2:5][N:4]([C:6]([C:8]2[CH:9]=[C:10]([CH:23]=[CH:24][C:25]=2[F:26])[CH2:11][C:12]2[C:21]3[C:16](=[CH:17][CH:18]=[CH:19][CH:20]=3)[C:15](=[O:22])[NH:14][N:13]=2)=[O:7])[CH2:3]1.[CH:27](=O)[CH2:28][CH3:29].C(O[BH-](OC(=O)C)OC(=O)C)(=O)C.[Na+].